From a dataset of Reaction yield outcomes from USPTO patents with 853,638 reactions. Predict the reaction yield, written as a fraction of the theoretical maximum amount of product (1.0 means a 100% yield; for example, 0.34 means a 34% yield). The reactants are [CH3:1][O:2][C:3](=[O:15])[CH2:4][C:5]1[CH:10]=[CH:9][C:8]([Br:11])=[CH:7][C:6]=1[N+]([O-])=O.[N:16](OCCC(C)C)=[O:17].[CH3:24]C[O-].[Na+].Cl. The catalyst is C(O)C. The product is [CH2:1]([O:2][C:3]([C:4]1[C:5]2[CH:10]=[CH:9][C:8]([Br:11])=[CH:7][C:6]=2[O:17][N:16]=1)=[O:15])[CH3:24]. The yield is 0.370.